From a dataset of Full USPTO retrosynthesis dataset with 1.9M reactions from patents (1976-2016). Predict the reactants needed to synthesize the given product. (1) Given the product [CH3:21][O:22][C:23]1[N:28]=[CH:27][C:26]([C:2]2[CH:7]=[CH:6][C:5]([C:8]3[CH:13]=[CH:12][C:11]([CH:14]([N:16]4[CH2:20][CH2:19][CH2:18][CH2:17]4)[CH3:15])=[CH:10][CH:9]=3)=[CH:4][CH:3]=2)=[CH:25][N:24]=1, predict the reactants needed to synthesize it. The reactants are: Br[C:2]1[CH:7]=[CH:6][C:5]([C:8]2[CH:13]=[CH:12][C:11]([CH:14]([N:16]3[CH2:20][CH2:19][CH2:18][CH2:17]3)[CH3:15])=[CH:10][CH:9]=2)=[CH:4][CH:3]=1.[CH3:21][O:22][C:23]1[N:28]=[CH:27][C:26](B(O)O)=[CH:25][N:24]=1. (2) The reactants are: [CH3:1][C:2]1[S:3][C:4]2[C:9]([C:10](=[O:18])[C:11]=1[C:12]1[CH:17]=[CH:16][CH:15]=[CH:14][CH:13]=1)=[CH:8][CH:7]=[CH:6][CH:5]=2.[Se](=O)=[O:20].C(=O)([O-])O.[Na+].[BH4-].[Na+].[Cl-].[NH4+]. Given the product [OH:20][CH2:1][C:2]1[S:3][C:4]2[C:9]([C:10](=[O:18])[C:11]=1[C:12]1[CH:17]=[CH:16][CH:15]=[CH:14][CH:13]=1)=[CH:8][CH:7]=[CH:6][CH:5]=2, predict the reactants needed to synthesize it. (3) Given the product [Br:1][C:2]1[CH:3]=[CH:4][C:5]2[C@@:11]3([CH2:20][OH:21])[CH2:12][CH2:13][C:14]4([CH2:19][C@H:10]3[CH2:9][CH2:8][O:7][C:6]=2[CH:24]=1)[O:18][CH2:17][CH2:16][O:15]4.[Br:25][C:26]1[CH:27]=[CH:28][C:29]2[C@:35]3([CH2:44][OH:45])[CH2:36][CH2:37][C:38]4([CH2:43][C@@H:34]3[CH2:33][CH2:32][O:31][C:30]=2[CH:48]=1)[O:42][CH2:41][CH2:40][O:39]4, predict the reactants needed to synthesize it. The reactants are: [Br:1][C:2]1[CH:3]=[CH:4][C:5]2[C@@:11]3([C:20](OC)=[O:21])[CH2:12][CH2:13][C:14]4([CH2:19][C@H:10]3[CH2:9][CH2:8][O:7][C:6]=2[CH:24]=1)[O:18][CH2:17][CH2:16][O:15]4.[Br:25][C:26]1[CH:27]=[CH:28][C:29]2[C@:35]3([C:44](OC)=[O:45])[CH2:36][CH2:37][C:38]4([CH2:43][C@@H:34]3[CH2:33][CH2:32][O:31][C:30]=2[CH:48]=1)[O:42][CH2:41][CH2:40][O:39]4.[H-].[H-].[H-].[H-].[Li+].[Al+3].[OH-].[Na+]. (4) Given the product [O:3]1[CH:7]=[CH:6][CH:5]=[C:4]1/[C:8](=[N:16]/[O:17][CH2:18][C:19]1[CH:24]=[CH:23][C:22]([O:25][CH2:26][C:27]2[N:28]=[C:29]([C:33]3[CH:34]=[CH:35][CH:36]=[CH:37][CH:38]=3)[O:30][C:31]=2[CH3:32])=[CH:21][CH:20]=1)/[CH2:9][CH2:10][C:11]([OH:13])=[O:12], predict the reactants needed to synthesize it. The reactants are: [OH-].[Na+].[O:3]1[CH:7]=[CH:6][CH:5]=[C:4]1/[C:8](=[N:16]/[O:17][CH2:18][C:19]1[CH:24]=[CH:23][C:22]([O:25][CH2:26][C:27]2[N:28]=[C:29]([C:33]3[CH:38]=[CH:37][CH:36]=[CH:35][CH:34]=3)[O:30][C:31]=2[CH3:32])=[CH:21][CH:20]=1)/[CH2:9][CH2:10][C:11]([O:13]CC)=[O:12].CO.Cl. (5) Given the product [C:25]([C:27]1[CH:28]=[C:29]([CH:33]=[CH:34][CH:35]=1)[C:30]([NH:1][C:2]1[C:3]([CH3:24])=[C:4]([CH:20]=[C:21]([F:23])[CH:22]=1)[CH2:5][N:6]1[CH2:11][CH2:10][N:9]([C:12]([O:14][C:15]([CH3:18])([CH3:17])[CH3:16])=[O:13])[C@@H:8]([CH3:19])[CH2:7]1)=[O:31])#[N:26], predict the reactants needed to synthesize it. The reactants are: [NH2:1][C:2]1[C:3]([CH3:24])=[C:4]([CH:20]=[C:21]([F:23])[CH:22]=1)[CH2:5][N:6]1[CH2:11][CH2:10][N:9]([C:12]([O:14][C:15]([CH3:18])([CH3:17])[CH3:16])=[O:13])[C@@H:8]([CH3:19])[CH2:7]1.[C:25]([C:27]1[CH:28]=[C:29]([CH:33]=[CH:34][CH:35]=1)[C:30](Cl)=[O:31])#[N:26].CCN(C(C)C)C(C)C. (6) Given the product [F:1][C:2]1[CH:3]=[C:4]([C:12]2[C:13]3[CH2:20][CH2:19][C:18](=[O:22])[C:14]=3[CH:15]=[N:16][CH:17]=2)[CH:5]=[CH:6][C:7]=1[C:8]([F:11])([F:10])[F:9], predict the reactants needed to synthesize it. The reactants are: [F:1][C:2]1[CH:3]=[C:4]([C:12]2[C:13]3[CH2:20][CH2:19][CH2:18][C:14]=3[CH:15]=[N:16][CH:17]=2)[CH:5]=[CH:6][C:7]=1[C:8]([F:11])([F:10])[F:9].C(=O)(O)[O-:22].[Na+].C(OO)(C)(C)C. (7) Given the product [Cl:1][C:2]1[CH:3]=[CH:4][C:5]([C:8]2[CH:9]=[C:10]3[CH:25]([O:26][CH2:32][C:33]([O:35][CH2:36][CH3:37])=[O:34])[CH2:24][C:23]([CH3:28])([CH3:27])[O:22][C:11]3=[N:12][C:13]=2[C:14]2[CH:19]=[CH:18][C:17]([Cl:20])=[CH:16][C:15]=2[Cl:21])=[CH:6][CH:7]=1, predict the reactants needed to synthesize it. The reactants are: [Cl:1][C:2]1[CH:7]=[CH:6][C:5]([C:8]2[CH:9]=[C:10]3[CH:25]([OH:26])[CH2:24][C:23]([CH3:28])([CH3:27])[O:22][C:11]3=[N:12][C:13]=2[C:14]2[CH:19]=[CH:18][C:17]([Cl:20])=[CH:16][C:15]=2[Cl:21])=[CH:4][CH:3]=1.[H-].[Na+].Br[CH2:32][C:33]([O:35][CH2:36][CH3:37])=[O:34]. (8) Given the product [NH2:1][C:2]1[CH:7]=[CH:6][C:5]([C:8]([N:10]2[CH2:15][CH2:14][N:13]([CH2:31][C:27]3[CH:26]=[C:25]([CH:30]=[CH:29][CH:28]=3)[C:24]([NH:23][C:19]([CH3:22])([CH3:20])[CH3:21])=[O:33])[C:12]([CH3:16])([CH3:17])[CH2:11]2)=[O:9])=[CH:4][C:3]=1[F:18], predict the reactants needed to synthesize it. The reactants are: [NH2:1][C:2]1[CH:7]=[CH:6][C:5]([C:8]([N:10]2[CH2:15][CH2:14][NH:13][C:12]([CH3:17])([CH3:16])[CH2:11]2)=[O:9])=[CH:4][C:3]=1[F:18].[C:19]([NH:23][C:24](=[O:33])[C:25]1[CH:30]=[CH:29][CH:28]=[C:27]([CH2:31]Cl)[CH:26]=1)([CH3:22])([CH3:21])[CH3:20].C(N(CC)CC)C.[I-].[Na+]. (9) Given the product [CH3:1][O:2][C:3]1[CH:23]=[CH:22][CH:21]=[CH:20][C:4]=1[CH2:5][O:6][CH2:7][CH2:8][O:9][C:10]1[CH:19]=[CH:18][C:13]([C:14]([OH:16])=[O:15])=[CH:12][CH:11]=1, predict the reactants needed to synthesize it. The reactants are: [CH3:1][O:2][C:3]1[CH:23]=[CH:22][CH:21]=[CH:20][C:4]=1[CH2:5][O:6][CH2:7][CH2:8][O:9][C:10]1[CH:19]=[CH:18][C:13]([C:14]([O:16]C)=[O:15])=[CH:12][CH:11]=1.[OH-].[Li+]. (10) Given the product [C:27]([O:30][CH2:31][CH:32]1[C:36]2[CH:37]=[C:38]([C:6]3[C:5]4[C:9](=[CH:10][C:2]([F:1])=[CH:3][CH:4]=4)[N:8]([C:11]([O:13][C:14]([CH3:15])([CH3:16])[CH3:17])=[O:12])[CH:7]=3)[CH:39]=[CH:40][C:35]=2[S:34](=[O:43])(=[O:42])[N:33]1[CH2:44][CH:45]([OH:48])[CH2:46][OH:47])(=[O:29])[CH3:28], predict the reactants needed to synthesize it. The reactants are: [F:1][C:2]1[CH:10]=[C:9]2[C:5]([C:6](B3OC(C)(C)C(C)(C)O3)=[CH:7][N:8]2[C:11]([O:13][C:14]([CH3:17])([CH3:16])[CH3:15])=[O:12])=[CH:4][CH:3]=1.[C:27]([O:30][CH2:31][CH:32]1[C:36]2[CH:37]=[C:38](Br)[CH:39]=[CH:40][C:35]=2[S:34](=[O:43])(=[O:42])[N:33]1[CH2:44][CH:45]([OH:48])[CH2:46][OH:47])(=[O:29])[CH3:28].[O-]P([O-])([O-])=O.[K+].[K+].[K+].